From a dataset of Catalyst prediction with 721,799 reactions and 888 catalyst types from USPTO. Predict which catalyst facilitates the given reaction. (1) Reactant: [NH2:1][CH2:2][CH2:3][CH2:4][CH2:5][CH2:6][CH2:7][N:8]1[CH:12]([CH:13]([C:32]2[CH:37]=[CH:36][CH:35]=[CH:34][CH:33]=2)[O:14][CH:15]([C:24]2[CH:29]=[CH:28][C:27]([O:30][CH3:31])=[CH:26][CH:25]=2)[C:16]2[CH:21]=[CH:20][C:19]([O:22][CH3:23])=[CH:18][CH:17]=2)[CH2:11][CH:10]([OH:38])[CH2:9]1.C(N([CH2:44][CH3:45])CC)C.[CH3:46][C@@H:47]([C@@H:54]1[C@@:58]2([CH3:76])[CH2:59][CH2:60][CH:61]3[C@@:66]4([CH3:75])[CH2:67][CH2:68][CH:69]([O:71][C:72](Cl)=[O:73])[CH2:70][C:65]4=[CH:64][CH2:63][CH:62]3[CH:57]2[CH2:56][CH2:55]1)CCCC(C)C.CO.C(Cl)(Cl)Cl. Product: [CH3:75][C:66]12[CH2:67][CH2:68][CH:69]([O:71][C:72](=[O:73])[NH:1][CH2:2][CH2:3][CH2:4][CH2:5][CH2:6][CH2:7][N:8]3[CH2:9][CH:10]([OH:38])[CH2:11][CH:12]3[CH:13]([C:32]3[CH:33]=[CH:34][CH:35]=[CH:36][CH:37]=3)[O:14][CH:15]([C:16]3[CH:21]=[CH:20][C:19]([O:22][CH3:23])=[CH:18][CH:17]=3)[C:24]3[CH:29]=[CH:28][C:27]([O:30][CH3:31])=[CH:26][CH:25]=3)[CH2:70][C:65]1=[CH:64][CH2:63][CH:62]1[CH:61]2[CH2:60][CH2:59][C:58]2([CH3:76])[CH:57]1[CH2:56][CH2:55][CH:54]2[CH2:47][CH2:46][CH2:2][CH2:3][CH2:4][CH2:5][CH2:44][CH3:45]. The catalyst class is: 4. (2) Reactant: N(OCCC(C)C)=O.N[C:10]1[N:14]([C@H:15]([CH2:19][OH:20])[C@@H:16]([OH:18])[CH3:17])[CH:13]=[N:12][C:11]=1[C:21]([O:23][CH2:24][CH3:25])=[O:22]. Product: [OH:18][C@@H:16]([CH3:17])[C@H:15]([N:14]1[CH:10]=[C:11]([C:21]([O:23][CH2:24][CH3:25])=[O:22])[N:12]=[CH:13]1)[CH2:19][OH:20]. The catalyst class is: 7. (3) Reactant: [F:1][C:2]([F:41])([F:40])[C:3]1[CH:4]=[C:5]([C@H:13]2[O:17][C:16](=[O:18])[N:15]([CH2:19][C:20]3[CH:25]=[C:24]([N+:26]([O-])=O)[CH:23]=[CH:22][C:21]=3[C:29]3[CH:34]=[C:33]([CH:35]([CH3:37])[CH3:36])[CH:32]=[CH:31][C:30]=3[Cl:38])[C@H:14]2[CH3:39])[CH:6]=[C:7]([C:9]([F:12])([F:11])[F:10])[CH:8]=1. Product: [NH2:26][C:24]1[CH:23]=[CH:22][C:21]([C:29]2[CH:34]=[C:33]([CH:35]([CH3:37])[CH3:36])[CH:32]=[CH:31][C:30]=2[Cl:38])=[C:20]([CH2:19][N:15]2[C@@H:14]([CH3:39])[C@@H:13]([C:5]3[CH:6]=[C:7]([C:9]([F:10])([F:11])[F:12])[CH:8]=[C:3]([C:2]([F:41])([F:40])[F:1])[CH:4]=3)[O:17][C:16]2=[O:18])[CH:25]=1. The catalyst class is: 5. (4) Reactant: [C:1]1([NH:7][C:8]([C@@H:10]2[CH2:15][CH2:14][CH2:13][NH:12][CH2:11]2)=[O:9])[CH:6]=[CH:5][CH:4]=[CH:3][CH:2]=1.CCN(C(C)C)C(C)C.[Cl:25][C:26]1[CH:31]=[C:30](Cl)[N:29]=[C:28]([NH2:33])[N:27]=1. The catalyst class is: 23. Product: [NH2:33][C:28]1[N:29]=[C:30]([N:12]2[CH2:13][CH2:14][CH2:15][C@@H:10]([C:8]([NH:7][C:1]3[CH:2]=[CH:3][CH:4]=[CH:5][CH:6]=3)=[O:9])[CH2:11]2)[CH:31]=[C:26]([Cl:25])[N:27]=1. (5) Reactant: [F:1][C:2]1[CH:7]=[CH:6][C:5]([N:8]2[C:12]3([CH2:17][CH2:16][CH2:15][CH2:14][CH2:13]3)[C:11](=[O:18])[NH:10][C:9]2=O)=[CH:4][CH:3]=1.COC1C=CC(P2(SP(C3C=CC(OC)=CC=3)(=S)S2)=[S:29])=CC=1. Product: [F:1][C:2]1[CH:7]=[CH:6][C:5]([N:8]2[C:12]3([CH2:17][CH2:16][CH2:15][CH2:14][CH2:13]3)[C:11](=[O:18])[NH:10][C:9]2=[S:29])=[CH:4][CH:3]=1. The catalyst class is: 11. (6) Reactant: [Br:1][C:2]1[CH:7]=[C:6]([CH3:8])[C:5]([S:9][C:10]2[C:15]([N+:16]([O-:18])=[O:17])=[C:14]([CH3:19])[N:13]=[C:12]([NH:20][C:21]3[CH:28]=[CH:27][C:24]([C:25]#[N:26])=[CH:23][CH:22]=3)[N:11]=2)=[C:4]([CH3:29])[CH:3]=1.C(O[CH:35](N(C)C)[N:36]([CH3:38])[CH3:37])(C)(C)C. Product: [Br:1][C:2]1[CH:7]=[C:6]([CH3:8])[C:5]([S:9][C:10]2[C:15]([N+:16]([O-:18])=[O:17])=[C:14](/[CH:19]=[CH:35]/[N:36]([CH3:38])[CH3:37])[N:13]=[C:12]([NH:20][C:21]3[CH:28]=[CH:27][C:24]([C:25]#[N:26])=[CH:23][CH:22]=3)[N:11]=2)=[C:4]([CH3:29])[CH:3]=1. The catalyst class is: 3.